This data is from Forward reaction prediction with 1.9M reactions from USPTO patents (1976-2016). The task is: Predict the product of the given reaction. Given the reactants Cl[C:2]1[CH:3]=[C:4]([CH:28]=[CH:29][N:30]=1)[C:5]([NH:7][C:8]1[CH:9]=[C:10]([C:15]2[CH:20]=[CH:19][C:18]([C:21]([NH:23][CH2:24][CH:25]3[CH2:27][CH2:26]3)=[O:22])=[CH:17][CH:16]=2)[C:11]([CH3:14])=[CH:12][CH:13]=1)=[O:6].[CH3:31][CH:32]1[CH2:37][CH2:36][CH2:35][NH:34][CH2:33]1, predict the reaction product. The product is: [CH:25]1([CH2:24][NH:23][C:21]([C:18]2[CH:19]=[CH:20][C:15]([C:10]3[C:11]([CH3:14])=[CH:12][CH:13]=[C:8]([NH:7][C:5](=[O:6])[C:4]4[CH:28]=[CH:29][N:30]=[C:2]([N:34]5[CH2:35][CH2:36][CH2:37][CH:32]([CH3:31])[CH2:33]5)[CH:3]=4)[CH:9]=3)=[CH:16][CH:17]=2)=[O:22])[CH2:27][CH2:26]1.